From a dataset of Peptide-MHC class I binding affinity with 185,985 pairs from IEDB/IMGT. Regression. Given a peptide amino acid sequence and an MHC pseudo amino acid sequence, predict their binding affinity value. This is MHC class I binding data. The peptide sequence is VIGLSGDSER. The MHC is HLA-A11:01 with pseudo-sequence HLA-A11:01. The binding affinity (normalized) is 0.106.